Dataset: Full USPTO retrosynthesis dataset with 1.9M reactions from patents (1976-2016). Task: Predict the reactants needed to synthesize the given product. (1) Given the product [CH2:9]([CH:8]([CH2:7][C:13]#[N:14])[C:1]#[N:2])[CH:10]([CH3:11])[CH3:12], predict the reactants needed to synthesize it. The reactants are: [C-:1]#[N:2].[Na+].COC(=O)[C:7]([C:13]#[N:14])=[CH:8][CH2:9][CH:10]([CH3:12])[CH3:11]. (2) Given the product [Br:1][C:2]1[CH:3]=[C:4]([NH:9][S:28]([C:25]2[CH:24]=[CH:23][C:22]([O:21][CH3:20])=[CH:27][CH:26]=2)(=[O:30])=[O:29])[C:5]([Cl:8])=[N:6][CH:7]=1, predict the reactants needed to synthesize it. The reactants are: [Br:1][C:2]1[CH:3]=[C:4]([NH2:9])[C:5]([Cl:8])=[N:6][CH:7]=1.C[Si]([N-][Si](C)(C)C)(C)C.[Na+].[CH3:20][O:21][C:22]1[CH:27]=[CH:26][C:25]([S:28](Cl)(=[O:30])=[O:29])=[CH:24][CH:23]=1.C(=O)(O)[O-].[Na+]. (3) The reactants are: CC(C)([O-])C.[K+].[C:7]([CH2:9]P(=O)(OCC)OCC)#[N:8].[F:18][C:19]1[CH:20]=[C:21]([C@H:26]2[CH2:28]O2)[CH:22]=[CH:23][C:24]=1[F:25].O. Given the product [F:18][C:19]1[CH:20]=[C:21]([C@@H:26]2[CH2:28][C@H:9]2[C:7]#[N:8])[CH:22]=[CH:23][C:24]=1[F:25], predict the reactants needed to synthesize it. (4) The reactants are: Br[C:2]1[CH:3]=[C:4]([C:8]2[N:13]([CH2:14][C:15]3[CH:20]=[CH:19][C:18]([CH3:21])=[CH:17][C:16]=3[CH3:22])[C:12](=[O:23])[C:11]([C:24]#[N:25])=[C:10]([C:26]([F:29])([F:28])[F:27])[CH:9]=2)[CH:5]=[CH:6][CH:7]=1.[CH2:30]([O:32][C:33]([C:35]1[NH:36][C:37]2[C:42]([CH:43]=1)=[CH:41][CH:40]=[C:39]([OH:44])[CH:38]=2)=[O:34])[CH3:31].P([O-])([O-])([O-])=O.[K+].[K+].[K+].C(P(C(C)(C)C)C1C=CC=CC=1C1C=CC=CC=1)(C)(C)C. Given the product [C:24]([C:11]1[C:12](=[O:23])[N:13]([CH2:14][C:15]2[CH:20]=[CH:19][C:18]([CH3:21])=[CH:17][C:16]=2[CH3:22])[C:8]([C:4]2[CH:3]=[C:2]([O:44][C:39]3[CH:38]=[C:37]4[C:42]([CH:43]=[C:35]([C:33]([O:32][CH2:30][CH3:31])=[O:34])[NH:36]4)=[CH:41][CH:40]=3)[CH:7]=[CH:6][CH:5]=2)=[CH:9][C:10]=1[C:26]([F:27])([F:28])[F:29])#[N:25], predict the reactants needed to synthesize it.